This data is from Reaction yield outcomes from USPTO patents with 853,638 reactions. The task is: Predict the reaction yield, written as a fraction of the theoretical maximum amount of product (1.0 means a 100% yield; for example, 0.34 means a 34% yield). (1) The reactants are CC1(C)CCCC(C)(C)N1.[Li]CCCC.[Cl:16][C:17]1[CH:22]=[CH:21][C:20]([N:23]2[CH:27]=[CH:26][CH:25]=[N:24]2)=[CH:19][CH:18]=1.[Sn:28](Cl)([CH2:37][CH2:38][CH2:39][CH3:40])([CH2:33][CH2:34][CH2:35][CH3:36])[CH2:29][CH2:30][CH2:31][CH3:32]. The catalyst is C1COCC1. The product is [Cl:16][C:17]1[CH:18]=[CH:19][C:20]([N:23]2[C:27]([Sn:28]([CH2:33][CH2:34][CH2:35][CH3:36])([CH2:37][CH2:38][CH2:39][CH3:40])[CH2:29][CH2:30][CH2:31][CH3:32])=[CH:26][CH:25]=[N:24]2)=[CH:21][CH:22]=1. The yield is 0.400. (2) The reactants are [C:1]([C:5]1[N:9]([CH2:10][CH:11]2[CH2:16][CH2:15][C:14]([F:18])([F:17])[CH2:13][CH2:12]2)[C:8]2[CH:19]=[CH:20][C:21]([S:23]([N:26]3[CH2:29][CH:28]([N:30]=[C:31]=[O:32])[CH2:27]3)(=[O:25])=[O:24])=[CH:22][C:7]=2[N:6]=1)([CH3:4])([CH3:3])[CH3:2].[CH2:33]([CH2:35][NH2:36])[OH:34]. The catalyst is C1COCC1. The product is [C:1]([C:5]1[N:9]([CH2:10][CH:11]2[CH2:12][CH2:13][C:14]([F:17])([F:18])[CH2:15][CH2:16]2)[C:8]2[CH:19]=[CH:20][C:21]([S:23]([N:26]3[CH2:27][CH:28]([NH:30][C:31]([NH:36][CH2:35][CH2:33][OH:34])=[O:32])[CH2:29]3)(=[O:25])=[O:24])=[CH:22][C:7]=2[N:6]=1)([CH3:4])([CH3:2])[CH3:3]. The yield is 0.440. (3) The reactants are [NH2:1][C@@H:2]([CH:4]1[CH2:9][CH2:8][CH:7]([OH:10])[CH2:6][CH2:5]1)[CH3:3].CN(C=O)C.C(N(C(C)C)CC)(C)C.Cl[C:26]1[N:31]=[C:30]([C:32]2[C:40]3[C:35](=[N:36][CH:37]=[C:38]([C:41]([F:44])([F:43])[F:42])[CH:39]=3)[N:34]([S:45]([C:48]3[CH:54]=[CH:53][C:51]([CH3:52])=[CH:50][CH:49]=3)(=[O:47])=[O:46])[CH:33]=2)[C:29]([C:55]#[N:56])=[CH:28][N:27]=1. The catalyst is C1COCC1. The product is [OH:10][CH:7]1[CH2:8][CH2:9][CH:4]([C@H:2]([NH:1][C:26]2[N:31]=[C:30]([C:32]3[C:40]4[C:35](=[N:36][CH:37]=[C:38]([C:41]([F:43])([F:44])[F:42])[CH:39]=4)[N:34]([S:45]([C:48]4[CH:54]=[CH:53][C:51]([CH3:52])=[CH:50][CH:49]=4)(=[O:46])=[O:47])[CH:33]=3)[C:29]([C:55]#[N:56])=[CH:28][N:27]=2)[CH3:3])[CH2:5][CH2:6]1. The yield is 0.880. (4) The reactants are [CH:1]1([C:4]2[N:8]([CH3:9])[C:7]3[C:10]([C:21](O)=[O:22])=[CH:11][C:12]([C:14]4[C:15]([CH3:20])=[N:16][O:17][C:18]=4[CH3:19])=[CH:13][C:6]=3[N:5]=2)[CH2:3][CH2:2]1.CN([C:27]([O:31][N:32]1N=NC2C=CC=N[C:33]1=2)=[N+](C)C)C.F[P-](F)(F)(F)(F)F.Cl.CCN(C(C)C)C(C)C. The catalyst is CN(C=O)C.CCOC(C)=O. The product is [CH:1]1([C:4]2[N:8]([CH3:9])[C:7]3[C:10]([C:21]([N:32]([O:31][CH3:27])[CH3:33])=[O:22])=[CH:11][C:12]([C:14]4[C:15]([CH3:20])=[N:16][O:17][C:18]=4[CH3:19])=[CH:13][C:6]=3[N:5]=2)[CH2:2][CH2:3]1. The yield is 0.730. (5) The reactants are [Al+3].[Cl-].[Cl-].[Cl-].[N+](C)([O-])=O.[CH3:9][N:10]1[C:15]2[CH:16]=[CH:17][CH:18]=[CH:19][C:14]=2[O:13][CH2:12][C:11]1=[O:20].ClC[CH:23]([O:26]C(CCl)CCl)CCl. The catalyst is C(Cl)Cl. The product is [CH3:9][N:10]1[C:15]2[CH:16]=[C:17]([CH:23]=[O:26])[CH:18]=[CH:19][C:14]=2[O:13][CH2:12][C:11]1=[O:20]. The yield is 0.370. (6) The reactants are [ClH:1].[CH3:2][O:3][C:4](=[O:29])[C@@H:5]([NH:21]C(OC(C)(C)C)=O)[CH2:6][C:7]1[CH:12]=[CH:11][C:10]([C:13]2[CH:18]=[CH:17][CH:16]=[CH:15][C:14]=2[O:19][CH3:20])=[CH:9][CH:8]=1. The catalyst is O1CCOCC1. The product is [ClH:1].[CH3:2][O:3][C:4](=[O:29])[C@@H:5]([NH2:21])[CH2:6][C:7]1[CH:12]=[CH:11][C:10]([C:13]2[CH:18]=[CH:17][CH:16]=[CH:15][C:14]=2[O:19][CH3:20])=[CH:9][CH:8]=1. The yield is 9.96. (7) The reactants are [C:1]([NH:4][C:5]1[S:6][C:7]([C:10]2[CH:11]=[CH:12][C:13]3[O:19][CH2:18][CH2:17][N:16](C(OC(C)(C)C)=O)[CH2:15][C:14]=3[CH:27]=2)=[CH:8][N:9]=1)(=[O:3])[CH3:2].[ClH:28]. The catalyst is CO.O1CCOCC1. The product is [ClH:28].[O:19]1[C:13]2[CH:12]=[CH:11][C:10]([C:7]3[S:6][C:5]([NH:4][C:1](=[O:3])[CH3:2])=[N:9][CH:8]=3)=[CH:27][C:14]=2[CH2:15][NH:16][CH2:17][CH2:18]1. The yield is 0.990. (8) The reactants are N[C:2]1[CH:7]=[CH:6][C:5]([C:8](=[O:10])[CH3:9])=[CH:4][C:3]=1[Br:11].S(=O)(=O)(O)O.N([O-])=O.[Na+].[C:21]([Cu])#[N:22].[C-]#N.[K+]. The catalyst is C(O)(=O)C.O. The product is [C:8]([C:5]1[CH:6]=[CH:7][C:2]([C:21]#[N:22])=[C:3]([Br:11])[CH:4]=1)(=[O:10])[CH3:9]. The yield is 0.570.